Dataset: Full USPTO retrosynthesis dataset with 1.9M reactions from patents (1976-2016). Task: Predict the reactants needed to synthesize the given product. (1) The reactants are: [F:1][C:2]1[CH:3]=[CH:4][C:5]([CH3:12])=[C:6]([S:8](Cl)(=[O:10])=[O:9])[CH:7]=1.[NH4+:13].[OH-]. Given the product [F:1][C:2]1[CH:3]=[CH:4][C:5]([CH3:12])=[C:6]([S:8]([NH2:13])(=[O:10])=[O:9])[CH:7]=1, predict the reactants needed to synthesize it. (2) Given the product [NH2:1][C:2]1[N:3]([CH3:31])[C:4](=[O:30])[C:5]([C:20]2[CH:21]=[C:22]([CH2:28][N:34]([CH2:35][CH3:36])[CH2:32][CH3:33])[N:23]([CH2:25][CH2:26][F:27])[CH:24]=2)([C:7]2[CH:12]=[CH:11][CH:10]=[C:9]([C:13]3[C:14]([F:19])=[N:15][CH:16]=[CH:17][CH:18]=3)[CH:8]=2)[N:6]=1, predict the reactants needed to synthesize it. The reactants are: [NH2:1][C:2]1[N:3]([CH3:31])[C:4](=[O:30])[C:5]([C:20]2[CH:21]=[C:22]([CH:28]=O)[N:23]([CH2:25][CH2:26][F:27])[CH:24]=2)([C:7]2[CH:12]=[CH:11][CH:10]=[C:9]([C:13]3[C:14]([F:19])=[N:15][CH:16]=[CH:17][CH:18]=3)[CH:8]=2)[N:6]=1.[CH2:32]([NH:34][CH2:35][CH3:36])[CH3:33].[BH3-]C#N.[Na+]. (3) Given the product [O:19]=[S:11]1(=[O:20])[C:12]2[CH:18]=[CH:17][CH:16]=[CH:15][C:13]=2[NH:14][C:9]([C:6]2[C:7](=[O:8])[N:2]([N:1]=[C:28]3[CH2:29][CH2:30][CH2:31][CH:26]([CH3:25])[CH2:27]3)[C:3]3[CH:24]=[CH:23][S:22][C:4]=3[C:5]=2[OH:21])=[N:10]1, predict the reactants needed to synthesize it. The reactants are: [NH2:1][N:2]1[C:7](=[O:8])[C:6]([C:9]2[NH:14][C:13]3[CH:15]=[CH:16][CH:17]=[CH:18][C:12]=3[S:11](=[O:20])(=[O:19])[N:10]=2)=[C:5]([OH:21])[C:4]2[S:22][CH:23]=[CH:24][C:3]1=2.[CH3:25][CH:26]1[CH2:31][CH2:30][CH2:29][C:28](=O)[CH2:27]1. (4) Given the product [C:1]([O:4][C@H:5]([C:42]1[CH:47]=[CH:46][C:45]([F:48])=[CH:44][CH:43]=1)[CH2:6][CH2:7][C@H:8]1[C:11](=[O:12])[N:10]([C:13]2[CH:18]=[CH:17][C:16]([O:19][S:20]([C:23]([F:26])([F:25])[F:24])(=[O:22])=[O:21])=[CH:15][CH:14]=2)[C@@H:9]1[C:27]1[CH:32]=[C:31]([C:62]#[C:61][C:54]([CH2:53][O:52][C:49](=[O:51])[CH3:50])([OH:60])[CH2:55][O:56][C:57](=[O:59])[CH3:58])[CH:30]=[CH:29][C:28]=1[O:34][CH2:35][C:36]1[CH:41]=[CH:40][CH:39]=[CH:38][CH:37]=1)(=[O:3])[CH3:2], predict the reactants needed to synthesize it. The reactants are: [C:1]([O:4][C@H:5]([C:42]1[CH:47]=[CH:46][C:45]([F:48])=[CH:44][CH:43]=1)[CH2:6][CH2:7][C@H:8]1[C:11](=[O:12])[N:10]([C:13]2[CH:18]=[CH:17][C:16]([O:19][S:20]([C:23]([F:26])([F:25])[F:24])(=[O:22])=[O:21])=[CH:15][CH:14]=2)[C@@H:9]1[C:27]1[CH:32]=[C:31](I)[CH:30]=[CH:29][C:28]=1[O:34][CH2:35][C:36]1[CH:41]=[CH:40][CH:39]=[CH:38][CH:37]=1)(=[O:3])[CH3:2].[C:49]([O:52][CH2:53][C:54]([C:61]#[CH:62])([OH:60])[CH2:55][O:56][C:57](=[O:59])[CH3:58])(=[O:51])[CH3:50]. (5) The reactants are: [C:1]([O:5][C:6]([NH:8][CH2:9][C:10]1[CH:18]=[CH:17][C:13]([C:14]([OH:16])=O)=[C:12]([F:19])[CH:11]=1)=[O:7])([CH3:4])([CH3:3])[CH3:2].[CH2:20]([NH2:22])[CH3:21].C1COCC1.ON1C2C=CC=CC=2N=N1.Cl.CN(C)CCCN=C=NCC. Given the product [CH2:20]([NH:22][C:14]([C:13]1[CH:17]=[CH:18][C:10]([CH2:9][NH:8][C:6](=[O:7])[O:5][C:1]([CH3:2])([CH3:3])[CH3:4])=[CH:11][C:12]=1[F:19])=[O:16])[CH3:21], predict the reactants needed to synthesize it. (6) The reactants are: Br.Br[CH:3]([C:5]1[O:6][C:7](=[O:22])[C:8]2[C:13]([C:14]=1[C:15]1[CH:16]=[N:17][C:18]([CH3:21])=[CH:19][CH:20]=1)=[CH:12][CH:11]=[CH:10][CH:9]=2)[CH3:4].[NH:23]1[C:27]2=[N:28][CH:29]=[N:30][C:31]([NH2:32])=[C:26]2[CH:25]=[N:24]1.C([O-])([O-])=O.[K+].[K+]. Given the product [NH2:32][C:31]1[N:30]=[CH:29][N:28]=[C:27]2[N:23]([CH:3]([C:5]3[O:6][C:7](=[O:22])[C:8]4[C:13]([C:14]=3[C:15]3[CH:16]=[N:17][C:18]([CH3:21])=[CH:19][CH:20]=3)=[CH:12][CH:11]=[CH:10][CH:9]=4)[CH3:4])[N:24]=[CH:25][C:26]=12, predict the reactants needed to synthesize it. (7) Given the product [CH:1]1([CH:7]([NH:24][C:25]2[CH:34]=[CH:33][C:28]([C:29]([OH:31])=[O:30])=[CH:27][CH:26]=2)[C:8]2[C:9]([CH2:22][CH3:23])=[N:10][N:11]([C:13]3[CH:18]=[CH:17][CH:16]=[C:15]([O:19][CH2:20][CH3:21])[CH:14]=3)[CH:12]=2)[CH2:6][CH2:5][CH2:4][CH2:3][CH2:2]1, predict the reactants needed to synthesize it. The reactants are: [CH:1]1([CH:7]([NH:24][C:25]2[CH:34]=[CH:33][C:28]([C:29]([O:31]C)=[O:30])=[CH:27][CH:26]=2)[C:8]2[C:9]([CH2:22][CH3:23])=[N:10][N:11]([C:13]3[CH:18]=[CH:17][CH:16]=[C:15]([O:19][CH2:20][CH3:21])[CH:14]=3)[CH:12]=2)[CH2:6][CH2:5][CH2:4][CH2:3][CH2:2]1.[OH-].[Na+]. (8) Given the product [C:17]([O:20][C:21]1[CH:28]=[CH:27][C:24]([CH2:25][N:4]([C:5]2[C:10]([N+:11]([O-:13])=[O:12])=[CH:9][CH:8]=[C:7]([Br:14])[N:6]=2)[C:1](=[O:3])[CH3:2])=[C:23]([Cl:29])[CH:22]=1)(=[O:19])[CH3:18], predict the reactants needed to synthesize it. The reactants are: [C:1]([NH:4][C:5]1[C:10]([N+:11]([O-:13])=[O:12])=[CH:9][CH:8]=[C:7]([Br:14])[N:6]=1)(=[O:3])[CH3:2].[H-].[Na+].[C:17]([O:20][C:21]1[CH:28]=[CH:27][C:24]([CH2:25]Br)=[C:23]([Cl:29])[CH:22]=1)(=[O:19])[CH3:18].C(OCC)(=O)C. (9) Given the product [Br:20][C:18]1[CH:17]=[N:16][C:11]2[NH:12][C:13]3[CH:14]=[N:15][C:7]([Br:1])=[CH:8][C:9]=3[C:10]=2[CH:19]=1, predict the reactants needed to synthesize it. The reactants are: [BrH:1].C(O)(=O)C.N[C:7]1[N:15]=[CH:14][C:13]2[NH:12][C:11]3[N:16]=[CH:17][C:18]([Br:20])=[CH:19][C:10]=3[C:9]=2[CH:8]=1.BrBr.N([O-])=O.[Na+].O. (10) Given the product [CH2:17]([O:16][C:15]1[CH:7]=[C:5]([O:6][CH2:28][C:27]2[CH:45]=[CH:41][CH:42]=[CH:25][CH:26]=2)[CH:4]=[CH:9][C:14]=1[B:33]([OH:34])[OH:37])[C:18]1[CH:19]=[CH:20][CH:21]=[CH:22][CH:23]=1, predict the reactants needed to synthesize it. The reactants are: BrC12[C:23]3[C:18](=[CH:19][CH:20]=[CH:21][CH:22]=3)[CH2:17][O:16][CH2:15][C:14]3[C:9](=CC=CC=3)[C:4](=[C:5]([CH:7]=C1)[OH:6])C2O.[CH2:25]([Li])[CH2:26][CH2:27][CH3:28].C(O[B:33]([O:37]CC)[O:34]CC)C.O.[CH2:41]1[CH2:45]OC[CH2:42]1.